This data is from Full USPTO retrosynthesis dataset with 1.9M reactions from patents (1976-2016). The task is: Predict the reactants needed to synthesize the given product. (1) Given the product [Br:1][C:2]1[CH:15]=[CH:14][C:5]2[N:6]=[C:7]([CH:9]3[CH2:12][C:11](=[O:17])[CH2:10]3)[S:8][C:4]=2[CH:3]=1, predict the reactants needed to synthesize it. The reactants are: [Br:1][C:2]1[CH:15]=[CH:14][C:5]2[N:6]=[C:7]([CH:9]3[CH2:12][C:11](=C)[CH2:10]3)[S:8][C:4]=2[CH:3]=1.I([O-])(=O)(=O)=[O:17].[Na+]. (2) Given the product [CH:14]1([CH2:17][N:18]2[CH2:23][CH2:22][N:21]([CH:24]3[CH2:29][CH2:28][CH:27]([NH:30][S:10]([C:6]4[CH:7]=[CH:8][CH:9]=[C:4]([N+:1]([O-:3])=[O:2])[CH:5]=4)(=[O:12])=[O:11])[CH2:26][CH2:25]3)[CH2:20][CH2:19]2)[CH2:15][CH2:16]1, predict the reactants needed to synthesize it. The reactants are: [N+:1]([C:4]1[CH:5]=[C:6]([S:10](Cl)(=[O:12])=[O:11])[CH:7]=[CH:8][CH:9]=1)([O-:3])=[O:2].[CH:14]1([CH2:17][N:18]2[CH2:23][CH2:22][N:21]([CH:24]3[CH2:29][CH2:28][CH:27]([NH2:30])[CH2:26][CH2:25]3)[CH2:20][CH2:19]2)[CH2:16][CH2:15]1.C(N(CC)CC)C.